From a dataset of Reaction yield outcomes from USPTO patents with 853,638 reactions. Predict the reaction yield, written as a fraction of the theoretical maximum amount of product (1.0 means a 100% yield; for example, 0.34 means a 34% yield). (1) The reactants are Cl.Cl.[NH2:3][CH2:4][CH2:5][S:6][S:7][CH2:8][CH2:9][NH2:10].C(N(CC)CC)C.[CH3:18][C:19]([O:22][C:23](O[C:23]([O:22][C:19]([CH3:21])([CH3:20])[CH3:18])=[O:24])=[O:24])([CH3:21])[CH3:20]. The catalyst is CO. The product is [NH2:3][CH2:4][CH2:5][S:6][S:7][CH2:8][CH2:9][NH:10][C:23](=[O:24])[O:22][C:19]([CH3:21])([CH3:20])[CH3:18]. The yield is 0.440. (2) The reactants are CC1C=C(N2CCN(CCOC3C=CC=CC=3)C2=O)SC=1C(O)=O.[F:25][C:26]1[CH:47]=[CH:46][C:29]([CH2:30][N:31]2[CH2:35][CH2:34][N:33]([C:36]3[S:40][C:39]([C:41]([OH:43])=O)=[C:38]([CH3:44])[CH:37]=3)[C:32]2=[O:45])=[CH:28][CH:27]=1.[Cl-].[N:49]1[C:58]2[C:53](=[CH:54][CH:55]=[CH:56][CH:57]=2)[CH:52]=[C:51]([CH2:59][NH3+:60])[CH:50]=1. No catalyst specified. The product is [F:25][C:26]1[CH:47]=[CH:46][C:29]([CH2:30][N:31]2[CH2:35][CH2:34][N:33]([C:36]3[S:40][C:39]([C:41]([NH:60][CH2:59][C:51]4[CH:50]=[N:49][C:58]5[C:53]([CH:52]=4)=[CH:54][CH:55]=[CH:56][CH:57]=5)=[O:43])=[C:38]([CH3:44])[CH:37]=3)[C:32]2=[O:45])=[CH:28][CH:27]=1. The yield is 0.500. (3) The reactants are [N+:1]([C:4]1[CH:14]=[CH:13][CH:12]=[CH:11][C:5]=1[CH:6]=[CH:7][C:8]([OH:10])=[O:9])([O-:3])=[O:2].S(=O)(=O)(O)O.[C:20](=O)(O)[O-].[Na+]. The catalyst is CO. The product is [N+:1]([C:4]1[CH:14]=[CH:13][CH:12]=[CH:11][C:5]=1[CH:6]=[CH:7][C:8]([O:10][CH3:20])=[O:9])([O-:3])=[O:2]. The yield is 0.990.